From a dataset of Reaction yield outcomes from USPTO patents with 853,638 reactions. Predict the reaction yield, written as a fraction of the theoretical maximum amount of product (1.0 means a 100% yield; for example, 0.34 means a 34% yield). (1) The reactants are [CH:1]1([C:4]2[CH:5]=[C:6]3[C:12]([C:13]([O:15][CH3:16])=[O:14])=[N:11][NH:10][C:7]3=[N:8][CH:9]=2)[CH2:3][CH2:2]1.[Br:17][C:18]1[CH:19]=[C:20](B(O)O)[CH:21]=[CH:22][CH:23]=1. No catalyst specified. The product is [Br:17][C:18]1[CH:23]=[C:22]([N:10]2[C:7]3=[N:8][CH:9]=[C:4]([CH:1]4[CH2:2][CH2:3]4)[CH:5]=[C:6]3[C:12]([C:13]([O:15][CH3:16])=[O:14])=[N:11]2)[CH:21]=[CH:20][CH:19]=1. The yield is 0.570. (2) The reactants are [N+:1]([C:4]1[CH:9]=[CH:8][CH:7]=[CH:6][C:5]=1[S:10](Cl)(=[O:12])=[O:11])([O-:3])=[O:2].[CH3:14][NH2:15].O1CCCC1. The catalyst is C(Cl)Cl. The product is [CH3:14][NH:15][S:10]([C:5]1[CH:6]=[CH:7][CH:8]=[CH:9][C:4]=1[N+:1]([O-:3])=[O:2])(=[O:12])=[O:11]. The yield is 0.800. (3) The reactants are [CH:1]1([CH:6]=[C:7]2[CH2:16][CH2:15][C:14]3[N:13]=[C:12]([C:17]([O:19][CH3:20])=[O:18])[CH:11]=[CH:10][C:9]=3[C:8]2=O)[CH2:5][CH2:4][CH2:3][CH2:2]1.Cl.[Cl:23][C:24]1[CH:31]=[C:30]([NH:32][NH2:33])[CH:29]=[CH:28][C:25]=1[C:26]#[N:27]. The catalyst is C(O)C. The product is [Cl:23][C:24]1[CH:31]=[C:30]([N:32]2[CH:6]([CH:1]3[CH2:5][CH2:4][CH2:3][CH2:2]3)[CH:7]3[C:8]([C:9]4[CH:10]=[CH:11][C:12]([C:17]([O:19][CH3:20])=[O:18])=[N:13][C:14]=4[CH2:15][CH2:16]3)=[N:33]2)[CH:29]=[CH:28][C:25]=1[C:26]#[N:27]. The yield is 0.411.